From a dataset of Forward reaction prediction with 1.9M reactions from USPTO patents (1976-2016). Predict the product of the given reaction. (1) The product is: [CH3:20][O:19][C:15]([CH:6]1[CH2:4][CH2:3][N:2]([CH2:1][C:10]2[CH:9]=[CH:23][CH:22]=[CH:21][CH:25]=2)[CH2:7]1)=[O:18]. Given the reactants [CH3:1][N:2]1[CH2:7][CH2:6]O[CH2:4][CH2:3]1.F[C:9](F)(F)[C:10](O)=O.[C:15]([O:19][CH3:20])(=[O:18])C=C.[CH2:21]1[CH2:25]O[CH2:23][CH2:22]1, predict the reaction product. (2) Given the reactants [O:1]1[CH2:6][CH2:5][N:4]([C:7]2[CH:13]=[CH:12][C:10]([NH2:11])=[CH:9][CH:8]=2)[CH2:3][CH2:2]1.CCOC(C)=O.Cl[C:21]1[C:30]2[C:25](=[CH:26][CH:27]=[C:28]([I:31])[CH:29]=2)[N:24]=[CH:23][C:22]=1[C:32]#[N:33].C([O-])([O-])=O.[Na+].[Na+], predict the reaction product. The product is: [I:31][C:28]1[CH:29]=[C:30]2[C:25](=[CH:26][CH:27]=1)[N:24]=[CH:23][C:22]([C:32]#[N:33])=[C:21]2[NH:11][C:10]1[CH:12]=[CH:13][C:7]([N:4]2[CH2:3][CH2:2][O:1][CH2:6][CH2:5]2)=[CH:8][CH:9]=1.